From a dataset of Full USPTO retrosynthesis dataset with 1.9M reactions from patents (1976-2016). Predict the reactants needed to synthesize the given product. (1) Given the product [CH3:9][C:8]([CH3:11])([CH3:10])[C@H:7]([NH:12][C:13](=[O:42])[C:14]1[CH:15]=[CH:16][C:17]([C:20]2[CH:21]=[N:22][C:23]3[N:24]([C:26]([C:29]4([C:32]5[CH:33]=[C:34]6[C:39](=[CH:40][CH:41]=5)[N:38]=[CH:37][CH:36]=[CH:35]6)[CH2:30][CH2:31]4)=[N:27][N:28]=3)[N:25]=2)=[CH:18][CH:19]=1)[C:6]([OH:43])=[O:5], predict the reactants needed to synthesize it. The reactants are: C([O:5][C:6](=[O:43])[C@@H:7]([NH:12][C:13](=[O:42])[C:14]1[CH:19]=[CH:18][C:17]([C:20]2[CH:21]=[N:22][C:23]3[N:24]([C:26]([C:29]4([C:32]5[CH:33]=[C:34]6[C:39](=[CH:40][CH:41]=5)[N:38]=[CH:37][CH:36]=[CH:35]6)[CH2:31][CH2:30]4)=[N:27][N:28]=3)[N:25]=2)=[CH:16][CH:15]=1)[C:8]([CH3:11])([CH3:10])[CH3:9])(C)(C)C.C(O)(C(F)(F)F)=O. (2) Given the product [CH:3]1([O:22][P:23]([OH:26])([OH:25])=[O:24])[CH:4]([O:17][P:18]([OH:20])([OH:21])=[O:19])[CH:5]([O:12][P:13]([OH:15])([OH:16])=[O:14])[CH:6]([O:7][P:8]([OH:11])([OH:10])=[O:9])[CH:1]([O:32][P:33]([OH:36])([OH:35])=[O:34])[CH:2]1[O:27][P:28]([OH:30])([OH:31])=[O:29], predict the reactants needed to synthesize it. The reactants are: [CH:1]1([O:32][P:33]([O-:36])([O-:35])=[O:34])[CH:6]([O:7][P:8]([O-:11])([O-:10])=[O:9])[CH:5]([O:12][P:13]([O-:16])([O-:15])=[O:14])[CH:4]([O:17][P:18]([O-:21])([O-:20])=[O:19])[CH:3]([O:22][P:23]([O-:26])([O-:25])=[O:24])[CH:2]1[O:27][P:28]([O-:31])([O-:30])=[O:29].[Na+].[Na+].[Na+].[Na+].[Na+].[Na+].[Na+].[Na+].[Na+].[Na+].[Na+].[Na+].Cl.NCC(O)=O.Cl.[OH-].[Na+].[C@@H]1(OP(O)(O)=O)[C@@H](OP(O)(O)=O)[C@H](OP(O)(O)=O)[C@@H](OP(O)(O)=O)[C@@H](OP(O)(O)=O)[C@H]1OP(O)(O)=O.P([O-])([O-])([O-])=O.C([O-])(=O)C. (3) Given the product [CH3:1][O:2][C:3](=[O:30])[C@H:4]([N:14]([C:33](=[O:34])[CH2:32][Cl:31])[CH2:15][CH:16]1[CH2:21][CH2:20][N:19]([C:22]2[CH:27]=[CH:26][C:25](=[O:28])[N:24]([CH3:29])[N:23]=2)[CH2:18][CH2:17]1)[CH2:5][NH:6][C:7]([O:9][C:10]([CH3:13])([CH3:11])[CH3:12])=[O:8], predict the reactants needed to synthesize it. The reactants are: [CH3:1][O:2][C:3](=[O:30])[C@H:4]([NH:14][CH2:15][CH:16]1[CH2:21][CH2:20][N:19]([C:22]2[CH:27]=[CH:26][C:25](=[O:28])[N:24]([CH3:29])[N:23]=2)[CH2:18][CH2:17]1)[CH2:5][NH:6][C:7]([O:9][C:10]([CH3:13])([CH3:12])[CH3:11])=[O:8].[Cl:31][CH2:32][C:33](Cl)=[O:34]. (4) The reactants are: [CH2:1]([C:8]1(C(O)=O)[C:16]2[C:11](=[CH:12][CH:13]=[CH:14][CH:15]=2)[CH2:10][CH2:9]1)[C:2]1[CH:7]=[CH:6][CH:5]=[CH:4][CH:3]=1.CN1[CH2:26][CH2:25][O:24]CC1.ClC(OCC(C)C)=O.[N+](=C)=[N-].CC1C=CC(S(N(N=O)C)(=O)=O)=CC=1.[OH-].[K+].[BrH:54]. Given the product [CH2:1]([C:8]1([C:25](=[O:24])[CH2:26][Br:54])[C:16]2[C:11](=[CH:12][CH:13]=[CH:14][CH:15]=2)[CH2:10][CH2:9]1)[C:2]1[CH:7]=[CH:6][CH:5]=[CH:4][CH:3]=1, predict the reactants needed to synthesize it. (5) Given the product [Cl:23][C:15]1[C:16]([N:18]([CH2:19][CH3:20])[CH2:21][CH3:22])=[CH:17][C:12]2[O:11][CH:10]([C:24]([N:26]3[CH2:27][CH2:28][C:29]([CH2:32][C:33]4[CH:34]=[CH:35][C:36]([F:39])=[CH:37][CH:38]=4)([C:40]#[N:41])[CH2:30][CH2:31]3)=[O:25])[CH2:9][NH:8][C:13]=2[CH:14]=1, predict the reactants needed to synthesize it. The reactants are: C(OC([N:8]1[C:13]2[CH:14]=[C:15]([Cl:23])[C:16]([N:18]([CH2:21][CH3:22])[CH2:19][CH3:20])=[CH:17][C:12]=2[O:11][CH:10]([C:24]([N:26]2[CH2:31][CH2:30][C:29]([C:40]#[N:41])([CH2:32][C:33]3[CH:38]=[CH:37][C:36]([F:39])=[CH:35][CH:34]=3)[CH2:28][CH2:27]2)=[O:25])[CH2:9]1)=O)(C)(C)C.FC(F)(F)C(O)=O.